This data is from Catalyst prediction with 721,799 reactions and 888 catalyst types from USPTO. The task is: Predict which catalyst facilitates the given reaction. (1) Reactant: [O:1]1[CH2:6][CH2:5][CH2:4][CH2:3][CH:2]1[N:7]1[CH:11]=[CH:10][CH:9]=[N:8]1.[Li]CCCC.CCCCCC.[B:23]([O:32][CH:33]([CH3:35])[CH3:34])([O:28][CH:29]([CH3:31])[CH3:30])OC(C)C.CC(O)(C(C)(O)C)C.C(O)(=O)C. Product: [O:1]1[CH2:6][CH2:5][CH2:4][CH2:3][CH:2]1[N:7]1[C:11]([B:23]2[O:28][C:29]([CH3:30])([CH3:31])[C:33]([CH3:34])([CH3:35])[O:32]2)=[CH:10][CH:9]=[N:8]1. The catalyst class is: 1. (2) The catalyst class is: 4. Product: [C:11]([C:3]1[N:4]([CH3:10])[C:5](=[O:9])[C:6]([O:8][S:19]([C:22]([F:25])([F:24])[F:23])(=[O:21])=[O:20])=[CH:7][C:2]=1[F:1])#[N:12]. Reactant: [F:1][C:2]1[CH:7]=[C:6]([OH:8])[C:5](=[O:9])[N:4]([CH3:10])[C:3]=1[C:11]#[N:12].N1C=CC=CC=1.[S:19](O[S:19]([C:22]([F:25])([F:24])[F:23])(=[O:21])=[O:20])([C:22]([F:25])([F:24])[F:23])(=[O:21])=[O:20]. (3) Reactant: [CH2:1]([O:3][C:4](=[O:14])[CH2:5][C:6]1[C:11]([CH3:12])=[CH:10][CH:9]=[C:8](Cl)[N:7]=1)[CH3:2].C([O-])([O-])=O.[Na+].[Na+].[CH3:21][O:22][C:23]1[CH:28]=[CH:27][C:26](B(O)O)=[CH:25][CH:24]=1.O1CCOCC1. Product: [CH2:1]([O:3][C:4](=[O:14])[CH2:5][C:6]1[C:11]([CH3:12])=[CH:10][CH:9]=[C:8]([C:26]2[CH:27]=[CH:28][C:23]([O:22][CH3:21])=[CH:24][CH:25]=2)[N:7]=1)[CH3:2]. The catalyst class is: 93. (4) Reactant: CC([N:5]([C@H:9]([CH3:30])[C:10]([NH:12][C:13]1[CH:14]=[N:15][C:16]([O:19][C:20]2[CH:25]=[CH:24][CH:23]=[C:22]([O:26][CH:27]([CH3:29])[CH3:28])[CH:21]=2)=[CH:17][CH:18]=1)=[O:11])C(=O)[O-])(C)C.C(O)(C(F)(F)F)=O. Product: [CH3:29][CH:27]([O:26][C:22]1[CH:21]=[C:20]([O:19][C:16]2[N:15]=[CH:14][C:13]([NH:12][C:10](=[O:11])[C@@H:9]([CH3:30])[NH2:5])=[CH:18][CH:17]=2)[CH:25]=[CH:24][CH:23]=1)[CH3:28]. The catalyst class is: 4. (5) Reactant: [F:1][C:2]1[CH:9]=[C:8]([F:10])[CH:7]=[CH:6][C:3]=1[CH2:4][NH2:5].[CH:11]1([CH:17]=O)[CH2:16][CH2:15][CH2:14][CH2:13][CH2:12]1.C(O)(=O)C.C([BH3-])#N.[Na+]. Product: [CH:11]1([CH2:17][NH:5][CH2:4][C:3]2[CH:6]=[CH:7][C:8]([F:10])=[CH:9][C:2]=2[F:1])[CH2:16][CH2:15][CH2:14][CH2:13][CH2:12]1. The catalyst class is: 24.